Predict the product of the given reaction. From a dataset of Forward reaction prediction with 1.9M reactions from USPTO patents (1976-2016). (1) Given the reactants [O:1]1[CH:5]=[CH:4][N:3]=[CH:2]1.CCCCCC.C([Li])CCC.[Cl:17][C:18]1[CH:23]=[C:22]([Cl:24])[CH:21]=[CH:20][C:19]=1[C:25]1([O:50][Si:51]([CH2:56][CH3:57])([CH2:54][CH3:55])[CH2:52][CH3:53])[C:33]2[C:28](=[CH:29][C:30](I)=[CH:31][C:32]=2[C:34]([F:37])([F:36])[F:35])[N:27]([CH2:39][C@H:40]2[CH2:43][C@H:42]([N:44]([CH2:47][CH3:48])[CH2:45][CH3:46])[CH2:41]2)[C:26]1=[O:49].O, predict the reaction product. The product is: [Cl:17][C:18]1[CH:23]=[C:22]([Cl:24])[CH:21]=[CH:20][C:19]=1[C:25]1([O:50][Si:51]([CH2:56][CH3:57])([CH2:52][CH3:53])[CH2:54][CH3:55])[C:33]2[C:28](=[CH:29][C:30]([C:2]3[O:1][CH:5]=[CH:4][N:3]=3)=[CH:31][C:32]=2[C:34]([F:36])([F:35])[F:37])[N:27]([CH2:39][C@H:40]2[CH2:41][C@H:42]([N:44]([CH2:45][CH3:46])[CH2:47][CH3:48])[CH2:43]2)[C:26]1=[O:49]. (2) Given the reactants C([O:8][C@H:9]1[C@H:15]([O:16][C:17](=[O:25])[CH:18]([CH2:22][CH2:23][CH3:24])[CH2:19][CH2:20][CH3:21])[C@@H:14]([CH2:26][O:27]CC2C=CC=CC=2)[O:13][CH:11]([OH:12])[CH2:10]1)C1C=CC=CC=1.[H][H], predict the reaction product. The product is: [C:17]([O:16][C@@H:15]1[C@@H:14]([CH2:26][OH:27])[O:13][CH:11]([OH:12])[CH2:10][C@H:9]1[OH:8])(=[O:25])[CH:18]([CH2:19][CH2:20][CH3:21])[CH2:22][CH2:23][CH3:24]. (3) Given the reactants [NH:1]1[C:5]2=[N:6][CH:7]=[CH:8][CH:9]=[C:4]2[C:3]([C:10]2[CH:11]=[C:12]([CH:24]=[CH:25][CH:26]=2)[CH2:13][NH:14][C:15]2[N:23]=[CH:22][CH:21]=[CH:20][C:16]=2[C:17]([OH:19])=O)=[CH:2]1.CCN(C(C)C)C(C)C.[F:36][C:37]1[CH:38]=[C:39]([CH:42]=[CH:43][C:44]=1[F:45])[CH2:40][NH2:41].CN(C(ON1N=NC2C=CC=NC1=2)=[N+](C)C)C.F[P-](F)(F)(F)(F)F, predict the reaction product. The product is: [NH:1]1[C:5]2=[N:6][CH:7]=[CH:8][CH:9]=[C:4]2[C:3]([C:10]2[CH:11]=[C:12]([CH:24]=[CH:25][CH:26]=2)[CH2:13][NH:14][C:15]2[N:23]=[CH:22][CH:21]=[CH:20][C:16]=2[C:17]([NH:41][CH2:40][C:39]2[CH:42]=[CH:43][C:44]([F:45])=[C:37]([F:36])[CH:38]=2)=[O:19])=[CH:2]1. (4) Given the reactants C(O[C:6]([C@:8]1([NH:13][C:14]([O:16][C:17]([CH3:20])([CH3:19])[CH3:18])=[O:15])[CH2:12][CH2:11][O:10][CH2:9]1)=[O:7])CCC.[CH3:21][N:22]1[CH2:28][CH2:27][C:26]2[CH:29]=[C:30]([NH2:33])[CH:31]=[CH:32][C:25]=2[CH2:24][CH2:23]1.[Li+].C[Si]([N-][Si](C)(C)C)(C)C.[NH4+].[Cl-], predict the reaction product. The product is: [C:17]([O:16][C:14](=[O:15])[NH:13][C@@:8]1([C:6](=[O:7])[NH:33][C:30]2[CH:31]=[CH:32][C:25]3[CH2:24][CH2:23][N:22]([CH3:21])[CH2:28][CH2:27][C:26]=3[CH:29]=2)[CH2:12][CH2:11][O:10][CH2:9]1)([CH3:18])([CH3:19])[CH3:20]. (5) Given the reactants C([O:3][C:4](=[O:37])[CH:5]([O:34][CH2:35][CH3:36])[CH2:6][C:7]1[CH:12]=[CH:11][C:10]([O:13][CH2:14][C:15]2[N:16]=[C:17]([C:21]3[CH:26]=[C:25]([O:27][CH3:28])[C:24]([O:29][CH3:30])=[C:23]([O:31][CH3:32])[CH:22]=3)[O:18][C:19]=2[CH3:20])=[CH:9][C:8]=1[CH3:33])C.[Li+].[OH-], predict the reaction product. The product is: [CH2:35]([O:34][CH:5]([CH2:6][C:7]1[CH:12]=[CH:11][C:10]([O:13][CH2:14][C:15]2[N:16]=[C:17]([C:21]3[CH:26]=[C:25]([O:27][CH3:28])[C:24]([O:29][CH3:30])=[C:23]([O:31][CH3:32])[CH:22]=3)[O:18][C:19]=2[CH3:20])=[CH:9][C:8]=1[CH3:33])[C:4]([OH:37])=[O:3])[CH3:36]. (6) Given the reactants [F:1][C:2]([F:13])([F:12])[O:3][C:4]1[CH:11]=[CH:10][C:7]([CH2:8]Br)=[CH:6][CH:5]=1.[OH:14][C:15]1[CH:20]=[CH:19][C:18]([N:21]([C:38](=[O:47])/[CH:39]=[CH:40]/[C:41]2[CH:46]=[CH:45][CH:44]=[CH:43][CH:42]=2)[CH2:22][C:23]([N:25]2[CH2:29][CH2:28][C@H:27]([NH:30][C:31](=[O:37])[O:32][C:33]([CH3:36])([CH3:35])[CH3:34])[CH2:26]2)=[O:24])=[CH:17][CH:16]=1.C(=O)([O-])[O-].[Cs+].[Cs+], predict the reaction product. The product is: [F:1][C:2]([F:13])([F:12])[O:3][C:4]1[CH:11]=[CH:10][C:7]([CH2:8][O:14][C:15]2[CH:20]=[CH:19][C:18]([N:21]([C:38](=[O:47])/[CH:39]=[CH:40]/[C:41]3[CH:46]=[CH:45][CH:44]=[CH:43][CH:42]=3)[CH2:22][C:23]([N:25]3[CH2:29][CH2:28][C@H:27]([NH:30][C:31](=[O:37])[O:32][C:33]([CH3:36])([CH3:35])[CH3:34])[CH2:26]3)=[O:24])=[CH:17][CH:16]=2)=[CH:6][CH:5]=1. (7) Given the reactants [Br:1][C:2]1[CH:11]=[CH:10][CH:9]=[C:8]2[C:3]=1[C:4](=[O:22])[N:5]([CH2:14][C:15]1[CH:20]=[CH:19][CH:18]=[CH:17][C:16]=1[Cl:21])[C:6]([CH2:12]Cl)=[N:7]2.[I:23][C:24]1[C:32]2[C:27](=[N:28][CH:29]=[N:30][C:31]=2[NH2:33])[NH:26][N:25]=1.C(=O)([O-])[O-].[K+].[K+], predict the reaction product. The product is: [NH2:33][C:31]1[N:30]=[CH:29][N:28]=[C:27]2[N:26]([CH2:12][C:6]3[N:5]([CH2:14][C:15]4[CH:20]=[CH:19][CH:18]=[CH:17][C:16]=4[Cl:21])[C:4](=[O:22])[C:3]4[C:8](=[CH:9][CH:10]=[CH:11][C:2]=4[Br:1])[N:7]=3)[N:25]=[C:24]([I:23])[C:32]=12.